From a dataset of Full USPTO retrosynthesis dataset with 1.9M reactions from patents (1976-2016). Predict the reactants needed to synthesize the given product. (1) Given the product [CH:1]1([C@@H:6]2[NH:11][C:10](=[O:12])[C@H:9]([CH2:13][CH:14]([CH3:16])[CH3:15])[N:8]([C:26]([C@@H:24]3[CH2:25][C@H:23]3[C:17]3[CH:22]=[CH:21][CH:20]=[CH:19][CH:18]=3)=[O:27])[CH2:7]2)[CH2:2][CH2:3][CH2:4][CH2:5]1, predict the reactants needed to synthesize it. The reactants are: [CH:1]1([C@@H:6]2[NH:11][C:10](=[O:12])[C@H:9]([CH2:13][CH:14]([CH3:16])[CH3:15])[NH:8][CH2:7]2)[CH2:5][CH2:4][CH2:3][CH2:2]1.[C:17]1([C@@H:23]2[CH2:25][C@H:24]2[C:26](O)=[O:27])[CH:22]=[CH:21][CH:20]=[CH:19][CH:18]=1.C([C@@H]1N(C(=O)/C=C/C2C=CC=CC=2)C[C@H](CC(C)C)NC1=O)C(C)C. (2) Given the product [C:17]1([CH3:27])[CH:22]=[CH:21][C:20]([S:23]([O:10][CH2:9][CH2:8][O:7][CH2:1][CH2:2][CH2:3][CH2:4][CH2:5][CH3:6])(=[O:25])=[O:24])=[CH:19][CH:18]=1, predict the reactants needed to synthesize it. The reactants are: [CH2:1]([O:7][CH2:8][CH2:9][OH:10])[CH2:2][CH2:3][CH2:4][CH2:5][CH3:6].N1C=CC=CC=1.[C:17]1([CH3:27])[CH:22]=[CH:21][C:20]([S:23](Cl)(=[O:25])=[O:24])=[CH:19][CH:18]=1.Cl. (3) Given the product [Cl:60][CH2:47][CH2:48][CH:45]([OH:46])[CH2:44][O:43][C:41]1[C:38]([C:39]#[N:40])=[CH:37][N:36]=[C:35]([NH:34][C:25]([N:16]2[C:17]3[C:12](=[CH:11][C:10]([CH2:9][OH:8])=[C:19]([CH:20]=[O:23])[N:18]=3)[CH2:13][CH2:14][CH2:15]2)=[O:27])[CH:42]=1, predict the reactants needed to synthesize it. The reactants are: [Si]([O:8][CH2:9][C:10]1[CH:11]=[C:12]2[C:17](=[N:18][C:19]=1[CH:20]([O:23]C)OC)[N:16]([C:25]([O:27]C1C=CC=CC=1)=O)[CH2:15][CH2:14][CH2:13]2)(C(C)(C)C)(C)C.[NH2:34][C:35]1[CH:42]=[C:41]([O:43][CH2:44][CH:45]2[CH2:48][CH2:47][O:46]2)[C:38]([C:39]#[N:40])=[CH:37][N:36]=1.[Li+].C[Si]([N-][Si](C)(C)C)(C)C.[NH4+].[Cl-:60]. (4) Given the product [O:4]1[C:5]2[C:10](=[CH:9][CH:8]=[CH:7][CH:6]=2)[C:11](=[O:14])[CH:12]=[CH:3]1, predict the reactants needed to synthesize it. The reactants are: C([C:3]1[O:4][C:5]2[C:10]([C:11](=[O:14])[C:12]=1O)=[CH:9][C:8](C(=O)C=C)=[C:7](O)[CH:6]=2)=C.[Cl-].[Al+3].[Cl-].[Cl-].O. (5) Given the product [OH:18][CH2:19][C@@H:20]([NH:31][C:32](=[O:38])[O:33][C:34]([CH3:37])([CH3:36])[CH3:35])[CH2:21][CH2:22][NH:23][C:24](=[O:30])[O:25][C:26]([CH3:27])([CH3:29])[CH3:28], predict the reactants needed to synthesize it. The reactants are: [Si]([O:18][CH2:19][C@@H:20]([NH:31][C:32](=[O:38])[O:33][C:34]([CH3:37])([CH3:36])[CH3:35])[CH2:21][CH2:22][NH:23][C:24](=[O:30])[O:25][C:26]([CH3:29])([CH3:28])[CH3:27])(C(C)(C)C)(C1C=CC=CC=1)C1C=CC=CC=1.[OH-].[Na+].C(O)(=O)C. (6) Given the product [N:25]([CH:1]1[CH:7]([OH:8])[CH2:6][CH2:5][N:4]([C:9]([O:11][CH2:12][C:13]2[CH:18]=[CH:17][CH:16]=[CH:15][CH:14]=2)=[O:10])[CH2:3][CH2:2]1)=[N+:26]=[N-:27], predict the reactants needed to synthesize it. The reactants are: [CH:1]12[O:8][CH:7]1[CH2:6][CH2:5][N:4]([C:9]([O:11][CH2:12][C:13]1[CH:18]=[CH:17][CH:16]=[CH:15][CH:14]=1)=[O:10])[CH2:3][CH2:2]2.O.CN(C=O)C.[N-:25]=[N+:26]=[N-:27].[Na+]. (7) Given the product [Cl:22][C:23]1[CH:30]=[C:29]([Cl:31])[CH:28]=[CH:27][C:24]=1[CH2:25][O:1][C:2]1[CH:7]=[C:6]([O:8][CH2:9][CH2:10][O:11][CH3:12])[CH:5]=[CH:4][C:3]=1[CH2:13][CH2:14][C:15]([O:17][CH2:18][CH3:19])=[O:16], predict the reactants needed to synthesize it. The reactants are: [OH:1][C:2]1[CH:7]=[C:6]([O:8][CH2:9][CH2:10][O:11][CH3:12])[CH:5]=[CH:4][C:3]=1[CH2:13][CH2:14][C:15]([O:17][CH2:18][CH3:19])=[O:16].[H-].[Na+].[Cl:22][C:23]1[CH:30]=[C:29]([Cl:31])[CH:28]=[CH:27][C:24]=1[CH2:25]Cl.[Cl-].[NH4+].